This data is from Full USPTO retrosynthesis dataset with 1.9M reactions from patents (1976-2016). The task is: Predict the reactants needed to synthesize the given product. (1) Given the product [CH2:27]=[C:15]1[C:16]2[C@:21]([CH3:22])([CH:20]=[CH:19][C:18](=[O:26])[CH:17]=2)[C@@H:23]2[C@H:13]([C@H:10]3[C@@:8]([CH2:25][CH2:24]2)([CH3:9])[C@@H:7]([OH:6])[CH2:12][CH2:11]3)[CH2:14]1, predict the reactants needed to synthesize it. The reactants are: [OH-].[Na+].C([O:6][C@H:7]1[CH2:12][CH2:11][C@H:10]2[C@H:13]3[C@H:23]([CH2:24][CH2:25][C@:8]12[CH3:9])[C@:21]1([CH3:22])[C:16](=[CH:17][C:18](=[O:26])[CH:19]=[CH:20]1)[C:15](=[CH2:27])[CH2:14]3)(=O)C.C(O)(=O)C. (2) Given the product [C:1]([CH:3]1[CH2:6][N:5]([C:7](=[O:31])[C@H:8]([NH:10][C:11]([C:13]2[C:21]3[C:16](=[N:17][CH:18]=[C:19]([C:37]4[C:36]5[C:40](=[CH:41][C:33]([Cl:32])=[CH:34][CH:35]=5)[NH:39][N:38]=4)[N:20]=3)[N:15]([CH2:23][O:24][CH2:25][CH2:26][Si:27]([CH3:30])([CH3:29])[CH3:28])[CH:14]=2)=[O:12])[CH3:9])[CH2:4]1)#[N:2], predict the reactants needed to synthesize it. The reactants are: [C:1]([CH:3]1[CH2:6][N:5]([C:7](=[O:31])[C@H:8]([NH:10][C:11]([C:13]2[C:21]3[C:16](=[N:17][CH:18]=[C:19](Br)[N:20]=3)[N:15]([CH2:23][O:24][CH2:25][CH2:26][Si:27]([CH3:30])([CH3:29])[CH3:28])[CH:14]=2)=[O:12])[CH3:9])[CH2:4]1)#[N:2].[Cl:32][C:33]1[CH:41]=[C:40]2[C:36]([C:37]([Sn](CCCC)(CCCC)CCCC)=[N:38][NH:39]2)=[CH:35][CH:34]=1. (3) Given the product [CH3:12][N+:13]1[CH:21]=[CH:20][CH:19]=[C:15]([C:16]([O-:18])=[O:17])[CH:14]=1.[IH:11], predict the reactants needed to synthesize it. The reactants are: C(O)(=O)C1C=CC=NC=1.C[I:11].[CH3:12][N:13]1[CH:21]=[CH:20][CH:19]=[C:15]([C:16]([OH:18])=[O:17])[CH2:14]1. (4) Given the product [ClH:21].[NH2:8][CH2:9][CH:10]([C:15]1[CH:16]=[CH:17][C:18]([Cl:21])=[CH:19][CH:20]=1)[C:11]([O:13][CH3:14])=[O:12], predict the reactants needed to synthesize it. The reactants are: C(OC([NH:8][CH2:9][CH:10]([C:15]1[CH:20]=[CH:19][C:18]([Cl:21])=[CH:17][CH:16]=1)[C:11]([O:13][CH3:14])=[O:12])=O)(C)(C)C.Cl. (5) Given the product [CH3:3][C:4]1[CH:5]=[C:6]([C:11]2[N:15]([NH:16][C:23](=[O:24])[C:22]3[CH:26]=[CH:27][CH:28]=[C:29]([O:30][CH3:31])[C:21]=3[CH2:19][CH3:20])[C:14]([CH3:18])([CH3:17])[O:13][N:12]=2)[CH:7]=[C:8]([CH3:10])[CH:9]=1, predict the reactants needed to synthesize it. The reactants are: [OH-].[Na+].[CH3:3][C:4]1[CH:5]=[C:6]([C:11]2[N:15]([NH2:16])[C:14]([CH3:18])([CH3:17])[O:13][N:12]=2)[CH:7]=[C:8]([CH3:10])[CH:9]=1.[CH2:19]([C:21]1[C:29]([O:30][CH3:31])=[CH:28][CH:27]=[CH:26][C:22]=1[C:23](Cl)=[O:24])[CH3:20].O. (6) Given the product [CH3:1][O:2][C:3](=[O:18])[CH2:4][C@@H:5]([N:8]1[C:9](=[O:10])[C:11]2[N:12]=[CH:13][CH:14]=[CH:15][C:16]=2[NH:17][C:19]1=[O:20])[CH2:6][CH3:7], predict the reactants needed to synthesize it. The reactants are: [CH3:1][O:2][C:3](=[O:18])[CH2:4][C@@H:5]([NH:8][C:9]([C:11]1[C:16]([NH2:17])=[CH:15][CH:14]=[CH:13][N:12]=1)=[O:10])[CH2:6][CH3:7].[C:19](N1C=CN=C1)(N1C=CN=C1)=[O:20].N12CCCN=C1CCCCC2. (7) Given the product [CH3:1][N:2]1[CH:6]=[CH:5][C:4]([NH:7][C:8]([C:10]2[C:15]([NH:16][C:17]3[CH:18]=[N:19][CH:20]=[CH:21][C:22]=3[CH3:25])=[CH:14][CH:13]=[C:12]([CH3:23])[N:11]=2)=[O:9])=[N:3]1, predict the reactants needed to synthesize it. The reactants are: [CH3:1][N:2]1[CH:6]=[CH:5][C:4]([NH:7][C:8]([C:10]2[C:15]([NH:16][C:17]3[CH:18]=[N:19][CH:20]=[CH:21][CH:22]=3)=[CH:14][CH:13]=[C:12]([CH3:23])[N:11]=2)=[O:9])=[N:3]1.Br[C:25]1C=NC=CC=1C. (8) The reactants are: [Cl:1][C:2]1[C:7]([F:8])=[CH:6][CH:5]=[C:4]([O:9][CH3:10])[C:3]=1[C@H:11]([C:13]1[C:21]2[C:16](=[N:17][CH:18]=[C:19]([C:22]3[CH:23]=[N:24][N:25]([C@H:28]4[CH2:33][CH2:32][C@H:31]([C:34]([O:36]CC)=[O:35])[CH2:30][CH2:29]4)[C:26]=3[CH3:27])[CH:20]=2)[NH:15][CH:14]=1)[CH3:12].CO.[OH-].[Li+].O. Given the product [Cl:1][C:2]1[C:7]([F:8])=[CH:6][CH:5]=[C:4]([O:9][CH3:10])[C:3]=1[C@H:11]([C:13]1[C:21]2[C:16](=[N:17][CH:18]=[C:19]([C:22]3[CH:23]=[N:24][N:25]([C@H:28]4[CH2:33][CH2:32][C@H:31]([C:34]([OH:36])=[O:35])[CH2:30][CH2:29]4)[C:26]=3[CH3:27])[CH:20]=2)[NH:15][CH:14]=1)[CH3:12], predict the reactants needed to synthesize it. (9) Given the product [Br:24][CH2:25][C:26]([C:16]1[CH:17]=[C:18]2[C:13](=[CH:14][CH:15]=1)[N:12]([CH3:19])[C:11]1[N:20]([CH3:23])[C:21](=[O:22])[C:8]([C:5]3[CH:4]=[CH:3][C:2]([F:1])=[CH:7][CH:6]=3)=[CH:9][C:10]2=1)=[O:27], predict the reactants needed to synthesize it. The reactants are: [F:1][C:2]1[CH:7]=[CH:6][C:5]([C:8]2[C:21](=[O:22])[N:20]([CH3:23])[C:11]3[N:12]([CH3:19])[C:13]4[C:18]([C:10]=3[CH:9]=2)=[CH:17][CH:16]=[CH:15][CH:14]=4)=[CH:4][CH:3]=1.[Br:24][CH2:25][C:26](Cl)=[O:27].